From a dataset of Aqueous solubility values for 9,982 compounds from the AqSolDB database. Regression/Classification. Given a drug SMILES string, predict its absorption, distribution, metabolism, or excretion properties. Task type varies by dataset: regression for continuous measurements (e.g., permeability, clearance, half-life) or binary classification for categorical outcomes (e.g., BBB penetration, CYP inhibition). For this dataset (solubility_aqsoldb), we predict Y. (1) The molecule is COc1ncc2[nH]cnc2n1. The Y is -1.48 log mol/L. (2) The drug is O=C(O)C1=CCCCC1. The Y is -1.26 log mol/L. (3) The drug is CC(C)CCCCCO. The Y is -2.30 log mol/L. (4) The drug is Cn1cc([N+](=O)[O-])c(=O)[nH]c1=O. The Y is -2.00 log mol/L. (5) The drug is O=C(c1ccccc1)C(F)(F)F. The Y is -1.16 log mol/L. (6) The compound is CCCCOP(=O)(OCC)OCCCC. The Y is -1.85 log mol/L. (7) The molecule is CC1(C)CC(O)CC(C)(C)N1. The Y is -0.197 log mol/L.